From a dataset of Forward reaction prediction with 1.9M reactions from USPTO patents (1976-2016). Predict the product of the given reaction. (1) Given the reactants Br[CH:2]([CH2:8]Br)[C:3]([O:5][CH2:6][CH3:7])=[O:4].C(=O)([O-])[O-].[K+].[K+].[C:16]1([C:18](=[CH:20][CH:21]=[CH:22][CH:23]=1)[OH:19])[OH:17], predict the reaction product. The product is: [O:17]1[C:16]2[CH:23]=[CH:22][CH:21]=[CH:20][C:18]=2[O:19][CH2:8][CH:2]1[C:3]([O:5][CH2:6][CH3:7])=[O:4]. (2) Given the reactants [C:1]1([C:7]2[NH:8][CH:9]=[C:10]([CH:12]=[O:13])[N:11]=2)[CH:6]=[CH:5][CH:4]=[CH:3][CH:2]=1.[H-].[Na+].C1OCCOCCOCCOCCOC1.Cl.[N:32]1[CH:37]=[CH:36][CH:35]=[C:34]([S:38](Cl)(=[O:40])=[O:39])[CH:33]=1.C(=O)([O-])O.[Na+], predict the reaction product. The product is: [C:1]1([C:7]2[N:8]([S:38]([C:34]3[CH:33]=[N:32][CH:37]=[CH:36][CH:35]=3)(=[O:40])=[O:39])[CH:9]=[C:10]([CH:12]=[O:13])[N:11]=2)[CH:2]=[CH:3][CH:4]=[CH:5][CH:6]=1. (3) Given the reactants [Br:1]Br.[CH3:3][C:4]1[N:9]=[C:8]([C:10]2[CH:15]=[CH:14][CH:13]=[CH:12][C:11]=2[O:16][CH3:17])[N:7]([C:18]2[CH:23]=[CH:22][C:21]([CH:24]([CH3:26])[CH3:25])=[CH:20][CH:19]=2)[C:6](=[O:27])[CH:5]=1, predict the reaction product. The product is: [Br:1][C:5]1[C:6](=[O:27])[N:7]([C:18]2[CH:19]=[CH:20][C:21]([CH:24]([CH3:25])[CH3:26])=[CH:22][CH:23]=2)[C:8]([C:10]2[CH:15]=[CH:14][CH:13]=[CH:12][C:11]=2[O:16][CH3:17])=[N:9][C:4]=1[CH3:3]. (4) Given the reactants [Br:1][C:2]1[CH:9]=[C:8]([F:10])[CH:7]=[C:6]([F:11])[C:3]=1[CH:4]=O.S([O-])(OCCCCCCCCCCCC)(=O)=O.[Na+].C(OI(C1C=CC=CC=1)OC(=O)C)(=O)C.C([O-])(=O)C.[NH4+:49], predict the reaction product. The product is: [Br:1][C:2]1[CH:9]=[C:8]([F:10])[CH:7]=[C:6]([F:11])[C:3]=1[C:4]#[N:49]. (5) Given the reactants [H-].[Na+].[Cl:3][C:4]1[CH:5]=[C:6]([Cl:25])[C:7]2[C:8]3[CH2:17][CH2:16][N:15]([C:18]([O:20][C:21]([CH3:24])([CH3:23])[CH3:22])=[O:19])[CH2:14][CH2:13][C:9]=3[NH:10][C:11]=2[CH:12]=1.Br[CH2:27][C:28]([O:30][CH2:31][CH3:32])=[O:29], predict the reaction product. The product is: [Cl:3][C:4]1[CH:5]=[C:6]([Cl:25])[C:7]2[C:8]3[CH2:17][CH2:16][N:15]([C:18]([O:20][C:21]([CH3:22])([CH3:24])[CH3:23])=[O:19])[CH2:14][CH2:13][C:9]=3[N:10]([CH2:27][C:28]([O:30][CH2:31][CH3:32])=[O:29])[C:11]=2[CH:12]=1.